This data is from CYP2D6 inhibition data for predicting drug metabolism from PubChem BioAssay. The task is: Regression/Classification. Given a drug SMILES string, predict its absorption, distribution, metabolism, or excretion properties. Task type varies by dataset: regression for continuous measurements (e.g., permeability, clearance, half-life) or binary classification for categorical outcomes (e.g., BBB penetration, CYP inhibition). Dataset: cyp2d6_veith. (1) The result is 0 (non-inhibitor). The molecule is COc1ccc(CC(=O)NCc2ccccn2)cc1OC. (2) The drug is c1ccc(CNc2nc(-c3ccoc3)nc3ccccc23)cc1. The result is 1 (inhibitor). (3) The drug is CCc1ccc(NC(=O)C2CCN(S(=O)(=O)c3c(C)[nH]c(=O)[nH]c3=O)CC2)cc1. The result is 0 (non-inhibitor). (4) The result is 0 (non-inhibitor). The drug is CCOc1ccc(C(=O)O)cc1OC.